Dataset: Peptide-MHC class I binding affinity with 185,985 pairs from IEDB/IMGT. Task: Regression. Given a peptide amino acid sequence and an MHC pseudo amino acid sequence, predict their binding affinity value. This is MHC class I binding data. (1) The peptide sequence is SLVKKNKKR. The MHC is HLA-A02:01 with pseudo-sequence HLA-A02:01. The binding affinity (normalized) is 0. (2) The peptide sequence is IYPFHVQKI. The MHC is HLA-C06:02 with pseudo-sequence HLA-C06:02. The binding affinity (normalized) is 0.380. (3) The peptide sequence is DPHGPVQLSYYD. The MHC is HLA-A02:02 with pseudo-sequence HLA-A02:02. The binding affinity (normalized) is 0.121. (4) The peptide sequence is STYFPCFTA. The MHC is Mamu-A01 with pseudo-sequence Mamu-A01. The binding affinity (normalized) is 0.413. (5) The peptide sequence is SELVIGAVII. The MHC is HLA-B44:03 with pseudo-sequence HLA-B44:03. The binding affinity (normalized) is 0.379. (6) The peptide sequence is GTFLCANEY. The MHC is HLA-A29:02 with pseudo-sequence HLA-A29:02. The binding affinity (normalized) is 0.876. (7) The MHC is HLA-B57:01 with pseudo-sequence HLA-B57:01. The peptide sequence is FPRCRYVHK. The binding affinity (normalized) is 0.0847.